This data is from Catalyst prediction with 721,799 reactions and 888 catalyst types from USPTO. The task is: Predict which catalyst facilitates the given reaction. Product: [N:1]1[CH:6]=[CH:5][CH:4]=[C:3]([O:7][CH2:8][CH2:9][CH2:10][N:11]2[C:15](=[O:16])[CH:14]=[CH:13][C:12]2=[O:17])[CH:2]=1. Reactant: [N:1]1[CH:6]=[CH:5][CH:4]=[C:3]([O:7][CH2:8][CH2:9][CH2:10][NH2:11])[CH:2]=1.[C:12]1(=O)[O:17][C:15](=[O:16])[CH:14]=[CH:13]1.O.C1(C)C=CC(S(O)(=O)=O)=CC=1. The catalyst class is: 1.